Task: Predict the product of the given reaction.. Dataset: Forward reaction prediction with 1.9M reactions from USPTO patents (1976-2016) (1) Given the reactants [Cl:1][C:2]1[S:6][C:5](/[C:7](/[C:13]([F:16])([F:15])[F:14])=[CH:8]/[S:9]([O-])(=[O:11])=[O:10])=[CH:4][CH:3]=1.C([N+](CCCC)(CCCC)CCCC)CCC.P(Cl)(Cl)([Cl:36])=O, predict the reaction product. The product is: [Cl:1][C:2]1[S:6][C:5](/[C:7](/[C:13]([F:16])([F:15])[F:14])=[CH:8]/[S:9]([Cl:36])(=[O:11])=[O:10])=[CH:4][CH:3]=1. (2) Given the reactants [NH:1]1[CH2:6][CH2:5][O:4][CH2:3][CH2:2]1.C([O-])([O-])=O.[Cs+].[Cs+].Br[CH2:14][C:15]#[CH:16], predict the reaction product. The product is: [CH2:16]([N:1]1[CH2:6][CH2:5][O:4][CH2:3][CH2:2]1)[C:15]#[CH:14]. (3) Given the reactants C(OC(=O)[NH:7][C:8]1[CH:13]=[C:12]([N:14]([CH2:16][CH2:17][O:18][CH3:19])[CH3:15])[C:11]([Cl:20])=[CH:10][C:9]=1[NH:21][C:22](=[O:38])[CH2:23][C:24]([C:26]1[CH:31]=[CH:30][CH:29]=[C:28]([C:32]2[O:36][N:35]=[C:34]([CH3:37])[CH:33]=2)[CH:27]=1)=O)(C)(C)C.C(O)(C(F)(F)F)=O, predict the reaction product. The product is: [Cl:20][C:11]1[C:12]([N:14]([CH2:16][CH2:17][O:18][CH3:19])[CH3:15])=[CH:13][C:8]2[N:7]=[C:24]([C:26]3[CH:31]=[CH:30][CH:29]=[C:28]([C:32]4[O:36][N:35]=[C:34]([CH3:37])[CH:33]=4)[CH:27]=3)[CH2:23][C:22](=[O:38])[NH:21][C:9]=2[CH:10]=1. (4) Given the reactants Br[C:2]1[CH:3]=[C:4]2[C:9](=[CH:10][CH:11]=1)[C:8](=[O:12])[NH:7][C:6](=[O:13])/[C:5]/2=[CH:14]\[NH:15][C:16]1[CH:21]=[CH:20][C:19]([N:22]2[CH2:27][CH2:26][N:25]([CH3:28])[CH2:24][CH2:23]2)=[CH:18][CH:17]=1.[P:29]([O-:36])([O:33][CH2:34][CH3:35])[O:30][CH2:31][CH3:32], predict the reaction product. The product is: [CH3:28][N:25]1[CH2:24][CH2:23][N:22]([C:19]2[CH:18]=[CH:17][C:16]([NH:15]/[CH:14]=[C:5]3\[C:6](=[O:13])[NH:7][C:8](=[O:12])[C:9]4[C:4]\3=[CH:3][C:2]([P:29](=[O:36])([O:33][CH2:34][CH3:35])[O:30][CH2:31][CH3:32])=[CH:11][CH:10]=4)=[CH:21][CH:20]=2)[CH2:27][CH2:26]1. (5) The product is: [OH:14][C@:15]12[CH2:24][CH2:23][CH2:22][CH2:21][CH:20]1[CH2:19][N:18]([C:6]1[C:7]3[C:12](=[CH:11][CH:10]=[CH:9][CH:8]=3)[C:3]([C:1]#[N:2])=[CH:4][CH:5]=1)[CH2:17][CH2:16]2. Given the reactants [C:1]([C:3]1[C:12]2[C:7](=[CH:8][CH:9]=[CH:10][CH:11]=2)[C:6](F)=[CH:5][CH:4]=1)#[N:2].[OH:14][C@:15]12[CH2:24][CH2:23][CH2:22][CH2:21][CH:20]1[CH2:19][NH:18][CH2:17][CH2:16]2, predict the reaction product. (6) Given the reactants [N+:1]([C:4]1[CH:16]=[CH:15][CH:14]=[CH:13][C:5]=1[CH2:6][NH:7][CH:8]([CH2:11][CH3:12])[CH2:9][OH:10])([O-:3])=[O:2].C(N(CC)CC)C.Cl[C:25](Cl)([O:27]C(=O)OC(Cl)(Cl)Cl)Cl, predict the reaction product. The product is: [CH2:11]([CH:8]1[CH2:9][O:10][C:25](=[O:27])[N:7]1[CH2:6][C:5]1[CH:13]=[CH:14][CH:15]=[CH:16][C:4]=1[N+:1]([O-:3])=[O:2])[CH3:12]. (7) Given the reactants [F:1][C:2]1[C:11]2[O:12][CH2:13][C@@H:14]([CH2:15][N:16]3[CH2:20][C@@H:19]([OH:21])[C@@H:18]([CH2:22][NH:23]C(=O)OCC4C=CC=CC=4)[CH2:17]3)[N:9]3[C:10]=2[C:5]([CH:6]=[CH:7][C:8]3=[O:34])=[CH:4][CH:3]=1.[H][H], predict the reaction product. The product is: [NH2:23][CH2:22][C@@H:18]1[C@H:19]([OH:21])[CH2:20][N:16]([CH2:15][C@H:14]2[N:9]3[C:10]4[C:5]([CH:6]=[CH:7][C:8]3=[O:34])=[CH:4][CH:3]=[C:2]([F:1])[C:11]=4[O:12][CH2:13]2)[CH2:17]1.